Dataset: TCR-epitope binding with 47,182 pairs between 192 epitopes and 23,139 TCRs. Task: Binary Classification. Given a T-cell receptor sequence (or CDR3 region) and an epitope sequence, predict whether binding occurs between them. (1) The epitope is SEPVLKGVKL. The TCR CDR3 sequence is CSVGFIAEAFF. Result: 1 (the TCR binds to the epitope). (2) The epitope is FPRPWLHGL. The TCR CDR3 sequence is CASSLYSGAEQPQHF. Result: 1 (the TCR binds to the epitope). (3) The epitope is NLVPMVATV. The TCR CDR3 sequence is CASSLQGGSKYF. Result: 0 (the TCR does not bind to the epitope). (4) The epitope is HLVDFQVTI. The TCR CDR3 sequence is CASSVALGVDGTDTQYF. Result: 0 (the TCR does not bind to the epitope). (5) The epitope is EILDITPCSF. The TCR CDR3 sequence is CASSQKAPGAMGNEQFF. Result: 1 (the TCR binds to the epitope). (6) The epitope is SEVGPEHSLAEY. The TCR CDR3 sequence is CASRTQRWETQYF. Result: 0 (the TCR does not bind to the epitope). (7) The epitope is RLFRKSNLK. The TCR CDR3 sequence is CASSSISSYEQYF. Result: 0 (the TCR does not bind to the epitope).